Dataset: Full USPTO retrosynthesis dataset with 1.9M reactions from patents (1976-2016). Task: Predict the reactants needed to synthesize the given product. Given the product [Br:1][C:2]1[CH:3]=[C:4]([CH:8]=[C:9]([C:11]([F:14])([F:13])[F:12])[CH:10]=1)[C:5]([Cl:18])=[O:6], predict the reactants needed to synthesize it. The reactants are: [Br:1][C:2]1[CH:3]=[C:4]([CH:8]=[C:9]([C:11]([F:14])([F:13])[F:12])[CH:10]=1)[C:5](O)=[O:6].C(Cl)(=O)C([Cl:18])=O.CN(C=O)C.